From a dataset of Full USPTO retrosynthesis dataset with 1.9M reactions from patents (1976-2016). Predict the reactants needed to synthesize the given product. (1) Given the product [CH3:8][C:6]1[CH:5]=[C:4]([C:9]2[CH:10]=[N:11][N:12]3[C:17]([C:18]4[CH:23]=[CH:22][CH:21]=[C:20]([C:24]5[N:25]=[N:26][N:27]([CH2:30][CH2:31][N:32]6[CH2:37][CH2:36][CH2:35][CH2:34][CH2:33]6)[N:28]=5)[CH:19]=4)=[CH:16][CH:15]=[N:14][C:13]=23)[CH:3]=[C:2]([CH3:1])[CH:7]=1, predict the reactants needed to synthesize it. The reactants are: [CH3:1][C:2]1[CH:3]=[C:4]([C:9]2[CH:10]=[N:11][N:12]3[C:17]([C:18]4[CH:23]=[CH:22][CH:21]=[C:20]([C:24]5[NH:28][N:27]=[N:26][N:25]=5)[CH:19]=4)=[CH:16][CH:15]=[N:14][C:13]=23)[CH:5]=[C:6]([CH3:8])[CH:7]=1.Cl[CH2:30][CH2:31][N:32]1[CH2:37][CH2:36][CH2:35][CH2:34][CH2:33]1. (2) Given the product [CH2:17]([O:10][C:8]1[CH:7]=[CH:6][C:3]([CH:4]=[O:5])=[C:2]([OH:1])[CH:9]=1)[C:18]1[CH:23]=[CH:22][CH:21]=[CH:20][CH:19]=1, predict the reactants needed to synthesize it. The reactants are: [OH:1][C:2]1[CH:9]=[C:8]([OH:10])[CH:7]=[CH:6][C:3]=1[CH:4]=[O:5].C(=O)([O-])[O-].[K+].[K+].[CH2:17](Br)[C:18]1[CH:23]=[CH:22][CH:21]=[CH:20][CH:19]=1. (3) The reactants are: [C:1]([C:4]1[S:8][C:7]([N+:9]([O-])=O)=[C:6]([CH2:12][C:13]([O:15][CH2:16][CH3:17])=[O:14])[CH:5]=1)(=[O:3])[NH2:2]. Given the product [NH2:9][C:7]1[S:8][C:4]([C:1](=[O:3])[NH2:2])=[CH:5][C:6]=1[CH2:12][C:13]([O:15][CH2:16][CH3:17])=[O:14], predict the reactants needed to synthesize it. (4) Given the product [NH2:9][C:8]1[CH:7]=[CH:6][C:5]([C:12]2[C:21]3[C:16](=[CH:17][CH:18]=[C:19]([Cl:22])[CH:20]=3)[CH2:15][CH2:14][N:13]=2)=[CH:4][C:3]=1[O:2][CH3:1], predict the reactants needed to synthesize it. The reactants are: [CH3:1][O:2][C:3]1[CH:4]=[C:5]([C:12]2[C:21]3[C:16](=[CH:17][CH:18]=[C:19]([Cl:22])[CH:20]=3)[CH2:15][CH2:14][N:13]=2)[CH:6]=[CH:7][C:8]=1[N+:9]([O-])=O.C([O-])=O.[NH4+].